Dataset: Catalyst prediction with 721,799 reactions and 888 catalyst types from USPTO. Task: Predict which catalyst facilitates the given reaction. Reactant: [CH3:1][O:2][C:3]1[CH:15]=[C:14]([O:16][CH2:17][CH2:18][C:19]2[CH:24]=[CH:23][CH:22]=[C:21]([NH:25][CH3:26])[N:20]=2)[CH:13]=[CH:12][C:4]=1[CH2:5][NH:6][CH2:7][C:8]([O:10]C)=[O:9].[OH-].[Na+].O.CC#N.O. Product: [CH3:1][O:2][C:3]1[CH:15]=[C:14]([O:16][CH2:17][CH2:18][C:19]2[CH:24]=[CH:23][CH:22]=[C:21]([NH:25][CH3:26])[N:20]=2)[CH:13]=[CH:12][C:4]=1[CH2:5][NH:6][CH2:7][C:8]([OH:10])=[O:9]. The catalyst class is: 5.